This data is from Forward reaction prediction with 1.9M reactions from USPTO patents (1976-2016). The task is: Predict the product of the given reaction. (1) Given the reactants N1C=CC=CC=1.[NH:7]1[CH2:14][CH2:13][CH2:12][C@@H:8]1[C:9]([OH:11])=[O:10].C[Si](Cl)(C)C.[C:20](Cl)(=[O:32])[CH2:21][CH2:22][CH2:23][CH2:24][CH2:25][CH2:26][CH2:27][CH2:28][CH2:29][CH2:30][CH3:31], predict the reaction product. The product is: [C:20]([N:7]1[CH2:14][CH2:13][CH2:12][C@@H:8]1[C:9]([OH:11])=[O:10])(=[O:32])[CH2:21][CH2:22][CH2:23][CH2:24][CH2:25][CH2:26][CH2:27][CH2:28][CH2:29][CH2:30][CH3:31]. (2) Given the reactants COCCOC.[Cl:7][C:8]1[CH:9]=[CH:10][C:11](I)=[C:12]([C:14]([C:16]2[C:21]([F:22])=[CH:20][CH:19]=[CH:18][C:17]=2[F:23])=[O:15])[CH:13]=1.[C:25]([O:29][C:30]([NH:32][CH2:33][C:34]1[C:35](B(O)O)=[CH:36][C:37]([Cl:40])=[N:38][CH:39]=1)=[O:31])([CH3:28])([CH3:27])[CH3:26].C(=O)([O-])[O-].[Na+].[Na+], predict the reaction product. The product is: [C:25]([O:29][C:30](=[O:31])[NH:32][CH2:33][C:34]1[CH:39]=[N:38][C:37]([Cl:40])=[CH:36][C:35]=1[C:11]1[CH:10]=[CH:9][C:8]([Cl:7])=[CH:13][C:12]=1[C:14](=[O:15])[C:16]1[C:21]([F:22])=[CH:20][CH:19]=[CH:18][C:17]=1[F:23])([CH3:28])([CH3:26])[CH3:27]. (3) The product is: [CH3:13][O:14][C:15]1[CH:20]=[CH:19][C:18]([O:21][CH3:22])=[CH:17][C:16]=1[C:23]1[S:46][C:45]([NH:47][C:48](=[O:57])[C:49]2[C:54]([F:55])=[CH:53][CH:52]=[CH:51][C:50]=2[F:56])=[N:44][C:24]=1[CH3:2]. Given the reactants Cl.[CH3:2]NOC.C(N(CC)CC)C.[CH3:13][O:14][C:15]1[CH:20]=[CH:19][C:18]([O:21][CH3:22])=[CH:17][C:16]=1[CH2:23][C:24](Cl)=O.C[Mg]Br.CCOCC.BrC1C=C(C2[S:46][C:45]([NH:47][C:48](=[O:57])[C:49]3[C:54]([F:55])=[CH:53][CH:52]=[CH:51][C:50]=3[F:56])=[N:44]C=2C)C=CN=1, predict the reaction product. (4) Given the reactants [CH3:1][O:2][C:3]1[N:4]=[C:5]2[C:10](=[CH:11][CH:12]=1)[N:9]=[CH:8][CH:7]=[C:6]2[NH:13][C:14]([C@H:16]1[O:21][CH2:20][C@H:19]([NH:22]C(=O)OC(C)(C)C)[CH2:18][CH2:17]1)=[O:15].FC1C=NC2C(C=1CC[C@H]1OC[C@H](N)CC1)=NC(OC)=CC=2, predict the reaction product. The product is: [NH2:22][C@H:19]1[CH2:20][O:21][C@H:16]([C:14]([NH:13][C:6]2[C:5]3[C:10](=[CH:11][CH:12]=[C:3]([O:2][CH3:1])[N:4]=3)[N:9]=[CH:8][CH:7]=2)=[O:15])[CH2:17][CH2:18]1. (5) Given the reactants F[B-](F)(F)F.[CH:6]([C:9]1[CH:14]=[CH:13][CH:12]=[C:11]([CH:15]([CH3:17])[CH3:16])[C:10]=1[NH+:18]1[CH2:22][CH2:21][N:20]([C:23]2[C:28]([CH:29]([CH3:31])[CH3:30])=[CH:27][CH:26]=[CH:25][C:24]=2[CH:32]([CH3:34])[CH3:33])[CH2:19]1)([CH3:8])[CH3:7].[O-:35][CH2:36]C.[Na+].FC(F)(F)C1C=CC=C(C(F)(F)F)C=1, predict the reaction product. The product is: [CH3:36][O:35][CH:19]1[N:18]([C:10]2[C:11]([CH:15]([CH3:17])[CH3:16])=[CH:12][CH:13]=[CH:14][C:9]=2[CH:6]([CH3:8])[CH3:7])[CH2:22][CH2:21][N:20]1[C:23]1[C:24]([CH:32]([CH3:34])[CH3:33])=[CH:25][CH:26]=[CH:27][C:28]=1[CH:29]([CH3:31])[CH3:30]. (6) Given the reactants [Cl-].[F:2][C:3]1[CH:28]=[CH:27][C:6]([CH2:7][P+](C2C=CC=CC=2)(C2C=CC=CC=2)C2C=CC=CC=2)=[CH:5][CH:4]=1.[H-].[Na+].O=[C:32]1[CH2:37][CH2:36][N:35]([C:38]([O:40][C:41]([CH3:44])([CH3:43])[CH3:42])=[O:39])[CH2:34][CH2:33]1, predict the reaction product. The product is: [C:41]([O:40][C:38]([N:35]1[CH2:36][CH2:37][C:32](=[CH:7][C:6]2[CH:5]=[CH:4][C:3]([F:2])=[CH:28][CH:27]=2)[CH2:33][CH2:34]1)=[O:39])([CH3:44])([CH3:42])[CH3:43].